Dataset: Catalyst prediction with 721,799 reactions and 888 catalyst types from USPTO. Task: Predict which catalyst facilitates the given reaction. (1) Reactant: [CH2:1]([O:3][C:4](=[O:17])[CH2:5][CH2:6][NH:7][C:8](=[O:16])[C:9]1[CH:14]=[CH:13][C:12]([NH2:15])=[CH:11][CH:10]=1)[CH3:2].[CH:18]1[C:30]2[CH2:29][C:28]3[C:23](=[CH:24][CH:25]=[CH:26][CH:27]=3)[C:22]=2[CH:21]=[CH:20][C:19]=1[CH:31]=O.C(O)(=O)C.C([BH3-])#N.[Na+]. Product: [CH2:1]([O:3][C:4](=[O:17])[CH2:5][CH2:6][NH:7][C:8](=[O:16])[C:9]1[CH:10]=[CH:11][C:12]([NH:15][CH2:31][C:19]2[CH:20]=[CH:21][C:22]3[C:23]4[C:28](=[CH:27][CH:26]=[CH:25][CH:24]=4)[CH2:29][C:30]=3[CH:18]=2)=[CH:13][CH:14]=1)[CH3:2]. The catalyst class is: 8. (2) Reactant: [Br:1][C:2]1[CH:3]=[CH:4][C:5]([C:8]([NH:10][C:11]2[CH:33]=[C:32]3[C:14]([CH2:15][C:16]([CH3:35])([CH3:34])[CH2:17][C:18]43[CH2:23][CH2:22][S:21][C:20]([NH:24]C(=O)OC(C)(C)C)=[N:19]4)=[CH:13][CH:12]=2)=[O:9])=[N:6][CH:7]=1.C(O)(C(F)(F)F)=O. Product: [NH2:24][C:20]1[S:21][CH2:22][CH2:23][C:18]2([C:32]3[C:14](=[CH:13][CH:12]=[C:11]([NH:10][C:8](=[O:9])[C:5]4[CH:4]=[CH:3][C:2]([Br:1])=[CH:7][N:6]=4)[CH:33]=3)[CH2:15][C:16]([CH3:35])([CH3:34])[CH2:17]2)[N:19]=1. The catalyst class is: 2. (3) Reactant: [CH2:1]([N:8]1[CH:13]2[CH2:14][CH2:15][CH:9]1[C:10]([OH:20])=[C:11](C(OC)=O)[CH2:12]2)[C:2]1[CH:7]=[CH:6][CH:5]=[CH:4][CH:3]=1.[Na+].[I-]. Product: [CH2:1]([N:8]1[CH:13]2[CH2:14][CH2:15][CH:9]1[C:10](=[O:20])[CH2:11][CH2:12]2)[C:2]1[CH:3]=[CH:4][CH:5]=[CH:6][CH:7]=1. The catalyst class is: 17.